Task: Predict which catalyst facilitates the given reaction.. Dataset: Catalyst prediction with 721,799 reactions and 888 catalyst types from USPTO (1) Reactant: [Cl:1][C:2]1[CH:38]=[CH:37][C:5]2[N:6]([C:14]3[C:15]([CH3:36])=[C:16]([CH:33]=[CH:34][CH:35]=3)[CH2:17][NH:18][C:19]3[CH:32]=[CH:31][C:22]4[C@H:23]([CH2:26][C:27]([O:29]C)=[O:28])[CH2:24][O:25][C:21]=4[CH:20]=3)[C:7]([C@H:9]3[CH2:13][CH2:12][CH2:11][O:10]3)=[N:8][C:4]=2[CH:3]=1.[OH-].[Na+]. Product: [Cl:1][C:2]1[CH:38]=[CH:37][C:5]2[N:6]([C:14]3[C:15]([CH3:36])=[C:16]([CH:33]=[CH:34][CH:35]=3)[CH2:17][NH:18][C:19]3[CH:32]=[CH:31][C:22]4[C@H:23]([CH2:26][C:27]([OH:29])=[O:28])[CH2:24][O:25][C:21]=4[CH:20]=3)[C:7]([C@H:9]3[CH2:13][CH2:12][CH2:11][O:10]3)=[N:8][C:4]=2[CH:3]=1. The catalyst class is: 83. (2) Reactant: [CH3:1][C:2]1[C:7]([OH:8])=[CH:6][CH:5]=[C:4]([CH3:9])[N:3]=1.C(=O)([O-])[O-].[Cs+].[Cs+].[F:16][C:17]1[CH:18]=[C:19]([N+:24]([O-:26])=[O:25])[CH:20]=[CH:21][C:22]=1F. Product: [F:16][C:17]1[CH:18]=[C:19]([N+:24]([O-:26])=[O:25])[CH:20]=[CH:21][C:22]=1[O:8][C:7]1[C:2]([CH3:1])=[N:3][C:4]([CH3:9])=[CH:5][CH:6]=1. The catalyst class is: 1. (3) Reactant: [C:1]1([N:7]=[C:8]=[O:9])[CH:6]=[CH:5][CH:4]=[CH:3][CH:2]=1.C[O:11][C:12](=O)[C:13]1[CH:18]=[CH:17][CH:16]=[N:15][C:14]=1[NH2:19]. Product: [C:1]1([N:7]2[C:12](=[O:11])[C:13]3[CH:18]=[CH:17][CH:16]=[N:15][C:14]=3[NH:19][C:8]2=[O:9])[CH:6]=[CH:5][CH:4]=[CH:3][CH:2]=1. The catalyst class is: 17. (4) Reactant: [Cl:1][C:2]1[C:7]([N:8]2[CH2:13][CH2:12][CH:11]3[NH:14][CH2:15][CH2:16][CH:10]3[CH2:9]2)=[CH:6][C:5]([C:17]#[N:18])=[CH:4][C:3]=1[NH:19][C:20]1[N:25]=[C:24]([N:26]([CH:36]2[CH2:38][CH2:37]2)CC2C=CC(OC)=CC=2)[C:23]2=[N:39][CH:40]=[C:41]([C:42]#[N:43])[N:22]2[N:21]=1.[CH3:44][CH:45]1[CH2:47][O:46]1.C1(OC)C=CC=CC=1.C(O)(C(F)(F)F)=O.ClC(Cl)C. Product: [Cl:1][C:2]1[C:7]([N:8]2[CH2:13][CH2:12][CH:11]3[N:14]([CH2:44][CH:45]([OH:46])[CH3:47])[CH2:15][CH2:16][CH:10]3[CH2:9]2)=[CH:6][C:5]([C:17]#[N:18])=[CH:4][C:3]=1[NH:19][C:20]1[N:25]=[C:24]([NH:26][CH:36]2[CH2:37][CH2:38]2)[C:23]2=[N:39][CH:40]=[C:41]([C:42]#[N:43])[N:22]2[N:21]=1. The catalyst class is: 353. (5) Reactant: C([SiH](CC)CC)C.FC(F)(F)C(O)=O.O[CH:16]([C:27]1[C:28]([C:38]2[CH:43]=[CH:42][CH:41]=[CH:40][CH:39]=2)=[N:29][N:30]2[CH:35]=[C:34]([O:36][CH3:37])[CH:33]=[CH:32][C:31]=12)[C:17]1[N:22]=[C:21]([C:23]([O:25][CH3:26])=[O:24])[CH:20]=[CH:19][CH:18]=1.C(=O)(O)[O-].[Na+]. Product: [CH3:37][O:36][C:34]1[CH:33]=[CH:32][C:31]2[N:30]([N:29]=[C:28]([C:38]3[CH:43]=[CH:42][CH:41]=[CH:40][CH:39]=3)[C:27]=2[CH2:16][C:17]2[N:22]=[C:21]([C:23]([O:25][CH3:26])=[O:24])[CH:20]=[CH:19][CH:18]=2)[CH:35]=1. The catalyst class is: 4. (6) Reactant: [C:1]([C:3]1[CH:8]=[CH:7][C:6]([NH:9][CH:10]([C:14]2[CH:19]=[C:18]([O:20][CH2:21][CH3:22])[CH:17]=[C:16]([O:23][CH2:24][CH3:25])[C:15]=2[F:26])[C:11]([OH:13])=[O:12])=[CH:5][CH:4]=1)#[N:2].[CH2:27](O)[CH2:28][CH2:29][CH3:30].C1(P(C2C=CC=CC=2)C2C=CC=CC=2)C=CC=CC=1.CCOC(/N=N/C(OCC)=O)=O. Product: [CH2:27]([O:12][C:11](=[O:13])[CH:10]([NH:9][C:6]1[CH:7]=[CH:8][C:3]([C:1]#[N:2])=[CH:4][CH:5]=1)[C:14]1[CH:19]=[C:18]([O:20][CH2:21][CH3:22])[CH:17]=[C:16]([O:23][CH2:24][CH3:25])[C:15]=1[F:26])[CH2:28][CH2:29][CH3:30]. The catalyst class is: 1. (7) Reactant: [F:1][C:2]1[C:3]([CH:12]=[O:13])=[C:4]([NH:8][C:9](=[O:11])[CH3:10])[CH:5]=[CH:6][CH:7]=1.[C:14]1([CH3:22])[CH:19]=[CH:18][CH:17]=[CH:16][C:15]=1[Mg]Br. Product: [F:1][C:2]1[C:3]([CH:12]([OH:13])[C:15]2[CH:16]=[CH:17][CH:18]=[CH:19][C:14]=2[CH3:22])=[C:4]([NH:8][C:9](=[O:11])[CH3:10])[CH:5]=[CH:6][CH:7]=1. The catalyst class is: 305. (8) Reactant: [F:1][C:2]1[CH:3]=[C:4]([C@@H:8]2[CH2:12][N:11]([CH:13]3[CH2:18][CH2:17][O:16][CH2:15][CH2:14]3)[C:10](=[O:19])[N:9]2[CH:20]2[CH2:25][CH2:24][NH:23][CH2:22][CH2:21]2)[CH:5]=[CH:6][CH:7]=1.C(N(C(C)C)CC)(C)C.[CH3:35][O:36][C:37](=[O:53])[C:38]1[CH:43]=[CH:42][C:41]([S:44][C:45]2[CH:50]=[CH:49][C:48]([CH2:51]Br)=[CH:47][N:46]=2)=[CH:40][CH:39]=1. Product: [CH3:35][O:36][C:37](=[O:53])[C:38]1[CH:43]=[CH:42][C:41]([S:44][C:45]2[CH:50]=[CH:49][C:48]([CH2:51][N:23]3[CH2:24][CH2:25][CH:20]([N:9]4[C@H:8]([C:4]5[CH:5]=[CH:6][CH:7]=[C:2]([F:1])[CH:3]=5)[CH2:12][N:11]([CH:13]5[CH2:18][CH2:17][O:16][CH2:15][CH2:14]5)[C:10]4=[O:19])[CH2:21][CH2:22]3)=[CH:47][N:46]=2)=[CH:40][CH:39]=1. The catalyst class is: 23. (9) Reactant: Br[C:2]1[CH:7]=[CH:6][CH:5]=[CH:4][CH:3]=1.[Mg].[C:9]([O:24][C@@H:25]1[CH2:30][C@H:29]([CH3:31])[CH2:28][CH2:27][C@H:26]1[CH:32]([CH3:34])[CH3:33])(=[O:23])[C:10]([O:12][C@@H]1C[C@H](C)CC[C@H]1C(C)C)=O. Product: [O:12]=[C:10]([C:2]1[CH:7]=[CH:6][CH:5]=[CH:4][CH:3]=1)[C:9]([O:24][C@@H:25]1[CH2:30][C@H:29]([CH3:31])[CH2:28][CH2:27][C@H:26]1[CH:32]([CH3:33])[CH3:34])=[O:23]. The catalyst class is: 1. (10) Reactant: [N+:1]([C:4]1[CH:5]=[CH:6][C:7]([NH2:10])=[N:8][CH:9]=1)([O-:3])=[O:2].FC(F)(F)C(O[Si](C)(C)C)=O.[CH:22](OCC)(OCC)OCC.[N:32]([Si](C)(C)C)=[N+:33]=[N-:34]. Product: [N+:1]([C:4]1[CH:5]=[CH:6][C:7]([N:10]2[CH:22]=[N:32][N:33]=[N:34]2)=[N:8][CH:9]=1)([O-:3])=[O:2]. The catalyst class is: 52.